Task: Regression. Given a peptide amino acid sequence and an MHC pseudo amino acid sequence, predict their binding affinity value. This is MHC class II binding data.. Dataset: Peptide-MHC class II binding affinity with 134,281 pairs from IEDB (1) The peptide sequence is YDKFLALVSTVLTGK. The MHC is DRB1_1302 with pseudo-sequence DRB1_1302. The binding affinity (normalized) is 0.560. (2) The peptide sequence is TYLMCLSPLMANLAP. The MHC is DRB5_0101 with pseudo-sequence DRB5_0101. The binding affinity (normalized) is 0.376. (3) The peptide sequence is LGIISHLLKTRDNSV. The MHC is DRB4_0101 with pseudo-sequence DRB4_0103. The binding affinity (normalized) is 0.699. (4) The peptide sequence is SEIEEFRDRARVPLT. The MHC is HLA-DPA10103-DPB10301 with pseudo-sequence HLA-DPA10103-DPB10301. The binding affinity (normalized) is 0.232. (5) The peptide sequence is PADKYRTFVATFGAA. The MHC is HLA-DQA10401-DQB10402 with pseudo-sequence HLA-DQA10401-DQB10402. The binding affinity (normalized) is 0.280.